From a dataset of Reaction yield outcomes from USPTO patents with 853,638 reactions. Predict the reaction yield, written as a fraction of the theoretical maximum amount of product (1.0 means a 100% yield; for example, 0.34 means a 34% yield). The reactants are [C:1]([O:4][C@H:5]1[C@@H:20]([O:21][C:22](=[O:24])[CH3:23])[C@H:19]([O:25][C:26](=[O:28])[CH3:27])[C@@H:18]([CH2:29][O:30][C:31](=[O:33])[CH3:32])[O:17][C@@H:6]1[O:7][C:8]1[C:13]([Cl:14])=[CH:12][C:11](I)=[CH:10][C:9]=1[Cl:16])(=[O:3])[CH3:2].[N+:34]([C:37]1[CH:38]=[C:39]2[C:43](=[CH:44][CH:45]=1)[NH:42][CH:41]=[CH:40]2)([O-:36])=[O:35]. No catalyst specified. The product is [C:1]([O:4][C@H:5]1[C@@H:20]([O:21][C:22](=[O:24])[CH3:23])[C@H:19]([O:25][C:26](=[O:28])[CH3:27])[C@@H:18]([CH2:29][O:30][C:31](=[O:33])[CH3:32])[O:17][C@@H:6]1[O:7][C:8]1[C:13]([Cl:14])=[CH:12][C:11]([N:42]2[C:43]3[C:39](=[CH:38][C:37]([N+:34]([O-:36])=[O:35])=[CH:45][CH:44]=3)[CH:40]=[CH:41]2)=[CH:10][C:9]=1[Cl:16])(=[O:3])[CH3:2]. The yield is 0.570.